This data is from Forward reaction prediction with 1.9M reactions from USPTO patents (1976-2016). The task is: Predict the product of the given reaction. (1) Given the reactants [CH2:1]([O:3][C:4](=[O:33])[CH:5]([NH:14][C:15](=[O:32])[CH2:16][O:17][CH2:18][CH:19]([O:30][CH3:31])C(OCC1C=CC=CC=1)=O)[CH2:6][C:7]1[CH:12]=[CH:11][C:10]([OH:13])=[CH:9][CH:8]=1)[CH3:2].[C:34]([O:37]CC)(=[O:36])C, predict the reaction product. The product is: [CH2:1]([O:3][C:4](=[O:33])[CH:5]([NH:14][C:15](=[O:32])[CH2:16][O:17][CH2:18][CH2:19][O:30][CH2:31][C:34]([OH:37])=[O:36])[CH2:6][C:7]1[CH:8]=[CH:9][C:10]([OH:13])=[CH:11][CH:12]=1)[CH3:2]. (2) Given the reactants [CH2:1]([O:8][C:9]([N:11]1[CH2:33][CH2:32][C:14]2[N:15]=[C:16](S(C)(=O)=O)[N:17]=[C:18]([NH:19][C:20]3[CH:24]=[C:23]([CH:25]4[CH2:27][CH2:26]4)[NH:22][N:21]=3)[C:13]=2[CH2:12]1)=[O:10])[C:2]1[CH:7]=[CH:6][CH:5]=[CH:4][CH:3]=1.[F:34][C:35]1[CH:40]=[CH:39][C:38]([C@@H:41]([NH2:43])[CH3:42])=[CH:37][CH:36]=1.CCN(C(C)C)C(C)C, predict the reaction product. The product is: [CH2:1]([O:8][C:9]([N:11]1[CH2:33][CH2:32][C:14]2[N:15]=[C:16]([NH:43][C@H:41]([C:38]3[CH:39]=[CH:40][C:35]([F:34])=[CH:36][CH:37]=3)[CH3:42])[N:17]=[C:18]([NH:19][C:20]3[CH:24]=[C:23]([CH:25]4[CH2:27][CH2:26]4)[NH:22][N:21]=3)[C:13]=2[CH2:12]1)=[O:10])[C:2]1[CH:7]=[CH:6][CH:5]=[CH:4][CH:3]=1.